This data is from Forward reaction prediction with 1.9M reactions from USPTO patents (1976-2016). The task is: Predict the product of the given reaction. (1) Given the reactants C[O:2][C:3](=[O:28])[C:4]1[CH:9]=[CH:8][C:7]([CH2:10][O:11][C:12]2[CH:27]=[CH:26][C:15]3[CH2:16][CH2:17][N:18]([CH:21]4[CH2:25][CH2:24][CH2:23][CH2:22]4)[CH2:19][CH2:20][C:14]=3[CH:13]=2)=[CH:6][CH:5]=1, predict the reaction product. The product is: [CH:21]1([N:18]2[CH2:19][CH2:20][C:14]3[CH:13]=[C:12]([O:11][CH2:10][C:7]4[CH:8]=[CH:9][C:4]([C:3]([OH:28])=[O:2])=[CH:5][CH:6]=4)[CH:27]=[CH:26][C:15]=3[CH2:16][CH2:17]2)[CH2:22][CH2:23][CH2:24][CH2:25]1. (2) Given the reactants [CH2:1]([O:8][C:9]1[CH:27]=[C:26]([O:28][CH2:29][C:30]2[CH:35]=[CH:34][CH:33]=[CH:32][CH:31]=2)[C:25]([CH:36]([CH3:38])[CH3:37])=[CH:24][C:10]=1[C:11]([NH:13][C:14]1[CH:15]=[C:16]2[C:20](=[CH:21][CH:22]=1)[N:19]([CH3:23])[CH:18]=[CH:17]2)=O)[C:2]1[CH:7]=[CH:6][CH:5]=[CH:4][CH:3]=1.COC1C=CC(P2(SP(C3C=CC(OC)=CC=3)(=S)S2)=[S:48])=CC=1.O.NN, predict the reaction product. The product is: [CH2:1]([O:8][C:9]1[CH:27]=[C:26]([O:28][CH2:29][C:30]2[CH:35]=[CH:34][CH:33]=[CH:32][CH:31]=2)[C:25]([CH:36]([CH3:38])[CH3:37])=[CH:24][C:10]=1[C:11]([NH:13][C:14]1[CH:15]=[C:16]2[C:20](=[CH:21][CH:22]=1)[N:19]([CH3:23])[CH:18]=[CH:17]2)=[S:48])[C:2]1[CH:7]=[CH:6][CH:5]=[CH:4][CH:3]=1.